From a dataset of Catalyst prediction with 721,799 reactions and 888 catalyst types from USPTO. Predict which catalyst facilitates the given reaction. (1) Reactant: [C:1]([O:5][C:6]([N:8]1[CH2:13][CH2:12][CH:11]([C:14]2[N:18]([C:19]3[CH:24]=[CH:23][C:22]([CH:25]([CH3:27])[CH3:26])=[CH:21][CH:20]=3)[N:17]=[CH:16][C:15]=2[C:28]([O:30]CC)=[O:29])[CH2:10][CH2:9]1)=[O:7])([CH3:4])([CH3:3])[CH3:2].[OH-].[Na+]. Product: [C:1]([O:5][C:6]([N:8]1[CH2:13][CH2:12][CH:11]([C:14]2[N:18]([C:19]3[CH:24]=[CH:23][C:22]([CH:25]([CH3:26])[CH3:27])=[CH:21][CH:20]=3)[N:17]=[CH:16][C:15]=2[C:28]([OH:30])=[O:29])[CH2:10][CH2:9]1)=[O:7])([CH3:2])([CH3:4])[CH3:3]. The catalyst class is: 8. (2) Reactant: [O:1]1[CH2:5][CH2:4][C@H:3]([O:6][C:7]2[CH:8]=[C:9]3[C:14](=[CH:15][C:16]=2[O:17][CH2:18][C:19]2[CH:24]=[CH:23][CH:22]=[CH:21][CH:20]=2)[N:13]=[CH:12][NH:11][C:10]3=O)[CH2:2]1.S(Cl)([Cl:28])=O.CN(C)C=O. Product: [Cl:28][C:10]1[C:9]2[C:14](=[CH:15][C:16]([O:17][CH2:18][C:19]3[CH:24]=[CH:23][CH:22]=[CH:21][CH:20]=3)=[C:7]([O:6][C@H:3]3[CH2:4][CH2:5][O:1][CH2:2]3)[CH:8]=2)[N:13]=[CH:12][N:11]=1. The catalyst class is: 10. (3) Reactant: Cl[C:2]1[C:7]([C:8]([O:10]CC)=[O:9])=[CH:6][N:5]=[C:4]([S:13][CH3:14])[N:3]=1.[CH2:15]([NH2:21])[C:16]1[O:20][CH:19]=[CH:18][CH:17]=1.C(N(C(C)C)CC)(C)C.C(=O)([O-])O.[Na+]. Product: [O:20]1[CH:19]=[CH:18][CH:17]=[C:16]1[CH2:15][NH:21][C:2]1[C:7]([C:8]([OH:10])=[O:9])=[CH:6][N:5]=[C:4]([S:13][CH3:14])[N:3]=1. The catalyst class is: 41. (4) Reactant: C1(P(C2CCCCC2)[C:8]2[CH:13]=[CH:12][CH:11]=[CH:10][C:9]=2[C:14]2[C:19](OC)=[CH:18][CH:17]=[CH:16][C:15]=2[O:22]C)CCCCC1.[C:30]1([C:37]2[CH:42]=[CH:41][CH:40]=[CH:39][CH:38]=2)[C:31]([NH2:36])=[CH:32][CH:33]=[CH:34][CH:35]=1.IC1C2OC3C=CC=CC=3C=2C=CC=1.CC(C)([O-])C.[Na+]. Product: [C:30]1([C:37]2[CH:38]=[CH:39][CH:40]=[CH:41][CH:42]=2)[CH:35]=[CH:34][CH:33]=[CH:32][C:31]=1[NH:36][C:16]1[C:15]2[O:22][C:10]3[CH:11]=[CH:12][CH:13]=[CH:8][C:9]=3[C:14]=2[CH:19]=[CH:18][CH:17]=1. The catalyst class is: 110. (5) Product: [CH3:1][O:2][C:3](=[O:29])[C@H:4]([CH2:13][C:14]1[CH:15]=[CH:16][C:17]([C:20]2[C:21](=[O:28])[N:22]([CH3:27])[CH:23]=[C:24]([Cl:26])[CH:25]=2)=[CH:18][CH:19]=1)[NH2:5]. The catalyst class is: 12. Reactant: [CH3:1][O:2][C:3](=[O:29])[C@H:4]([CH2:13][C:14]1[CH:19]=[CH:18][C:17]([C:20]2[C:21](=[O:28])[N:22]([CH3:27])[CH:23]=[C:24]([Cl:26])[CH:25]=2)=[CH:16][CH:15]=1)[NH:5]C(OC(C)(C)C)=O. (6) Reactant: [C:1]([O:4][C:5](=[O:7])[CH3:6])(=O)[CH3:2].OC1[CH:23]([N:24]2[CH2:29][CH2:28][CH:27]([CH3:30])[CH2:26][CH2:25]2)[C:22]2=[CH:31][CH:19]([O:20][C:21]2=[O:32])[CH:18]2[CH:14]([O:15][C:16](=[O:34])[CH:17]2[CH3:33])[CH2:13][C:12]2(C)[CH:10]1[O:11]2.O. Product: [C:5]([O:4][CH:1]1[CH:23]([N:24]2[CH2:25][CH2:26][CH:27]([CH3:30])[CH2:28][CH2:29]2)[C:22]2=[CH:31][CH:19]([O:20][C:21]2=[O:32])[CH:18]2[CH:14]([O:15][C:16](=[O:34])[CH:17]2[CH3:33])[CH2:13][C:12]2([CH3:10])[CH:2]1[O:11]2)(=[O:7])[CH3:6]. The catalyst class is: 17. (7) Reactant: Cl.Cl.[CH3:3][N:4]1[CH:8]=[C:7]([C:9]2[CH:10]=[C:11]([C:15]3([CH2:21][NH2:22])[CH2:20][CH2:19][NH:18][CH2:17][CH2:16]3)[CH:12]=[CH:13][CH:14]=2)[CH:6]=[N:5]1.[CH:23]1[C:27]2[C:28](Cl)=[N:29][CH:30]=[N:31][C:26]=2[NH:25][CH:24]=1.C(N(C(C)C)C(C)C)C. Product: [CH3:3][N:4]1[CH:8]=[C:7]([C:9]2[CH:10]=[C:11]([C:15]3([CH2:21][NH2:22])[CH2:20][CH2:19][N:18]([C:28]4[C:27]5[CH:23]=[CH:24][NH:25][C:26]=5[N:31]=[CH:30][N:29]=4)[CH2:17][CH2:16]3)[CH:12]=[CH:13][CH:14]=2)[CH:6]=[N:5]1. The catalyst class is: 3.